Dataset: Reaction yield outcomes from USPTO patents with 853,638 reactions. Task: Predict the reaction yield, written as a fraction of the theoretical maximum amount of product (1.0 means a 100% yield; for example, 0.34 means a 34% yield). (1) The reactants are Br[C:2]1[N:7]=[C:6]([CH3:8])[N:5]=[C:4]([NH:9][C:10]2[S:11][C:12]([C:15]([O:17][CH2:18][CH3:19])=[O:16])=[CH:13][N:14]=2)[CH:3]=1.[OH:20][CH2:21][CH2:22][N:23]1[CH2:28][CH2:27][NH:26][CH2:25][CH2:24]1. No catalyst specified. The product is [OH:20][CH2:21][CH2:22][N:23]1[CH2:28][CH2:27][N:26]([C:2]2[N:7]=[C:6]([CH3:8])[N:5]=[C:4]([NH:9][C:10]3[S:11][C:12]([C:15]([O:17][CH2:18][CH3:19])=[O:16])=[CH:13][N:14]=3)[CH:3]=2)[CH2:25][CH2:24]1. The yield is 0.806. (2) The reactants are C(OC(=O)[NH:7][C:8]1[CH:13]=[CH:12][CH:11]=[C:10]([O:14][C:15]2[CH:20]=[C:19]([F:21])[CH:18]=[C:17]([NH:22][C:23]3[CH:28]=[CH:27][C:26]([I:29])=[CH:25][C:24]=3[F:30])[C:16]=2[C:31](=[O:33])[NH2:32])[CH:9]=1)(C)(C)C.C(O)(C(F)(F)F)=O. The catalyst is ClCCl. The product is [NH2:7][C:8]1[CH:9]=[C:10]([CH:11]=[CH:12][CH:13]=1)[O:14][C:15]1[CH:20]=[C:19]([F:21])[CH:18]=[C:17]([NH:22][C:23]2[CH:28]=[CH:27][C:26]([I:29])=[CH:25][C:24]=2[F:30])[C:16]=1[C:31]([NH2:32])=[O:33]. The yield is 0.960. (3) The reactants are C([O-])([O-])=O.[Cs+].[Cs+].[CH2:7]([O:9][C:10](=[O:19])[C:11]1[CH:16]=[CH:15][C:14]([OH:17])=[C:13]([OH:18])[CH:12]=1)[CH3:8].Br[CH2:21][CH2:22]Br. The catalyst is CN(C=O)C. The product is [CH2:7]([O:9][C:10]([C:11]1[CH:16]=[CH:15][C:14]2[O:17][CH2:21][CH2:22][O:18][C:13]=2[CH:12]=1)=[O:19])[CH3:8]. The yield is 0.290.